This data is from Peptide-MHC class I binding affinity with 185,985 pairs from IEDB/IMGT. The task is: Regression. Given a peptide amino acid sequence and an MHC pseudo amino acid sequence, predict their binding affinity value. This is MHC class I binding data. (1) The peptide sequence is FLQISRVNDL. The MHC is HLA-A02:03 with pseudo-sequence HLA-A02:03. The binding affinity (normalized) is 0.611. (2) The peptide sequence is NLYPVARQR. The MHC is Patr-A0101 with pseudo-sequence Patr-A0101. The binding affinity (normalized) is 0.266. (3) The peptide sequence is HSPRELIFQVW. The MHC is Mamu-A01 with pseudo-sequence Mamu-A01. The binding affinity (normalized) is 0.135. (4) The peptide sequence is ALGGSCHTT. The MHC is HLA-B18:01 with pseudo-sequence HLA-B18:01. The binding affinity (normalized) is 0.0847. (5) The peptide sequence is MLSSFGWIY. The MHC is HLA-A03:01 with pseudo-sequence HLA-A03:01. The binding affinity (normalized) is 0.410. (6) The peptide sequence is SQRVEFLEY. The MHC is HLA-B27:03 with pseudo-sequence HLA-B27:03. The binding affinity (normalized) is 0.0847.